The task is: Regression. Given a target protein amino acid sequence and a drug SMILES string, predict the binding affinity score between them. We predict pIC50 (pIC50 = -log10(IC50 in M); higher means more potent). Dataset: bindingdb_ic50.. This data is from Drug-target binding data from BindingDB using IC50 measurements. (1) The compound is NC(=O)c1c(-c2cccc(F)c2)nn2c1CN(C(=O)Nc1ccc(Cl)cc1C(F)(F)F)CC2. The target protein (P49674) has sequence MELRVGNKYRLGRKIGSGSFGDIYLGANIASGEEVAIKLECVKTKHPQLHIESKFYKMMQGGVGIPSIKWCGAEGDYNVMVMELLGPSLEDLFNFCSRKFSLKTVLLLADQMISRIEYIHSKNFIHRDVKPDNFLMGLGKKGNLVYIIDFGLAKKYRDARTHQHIPYRENKNLTGTARYASINTHLGIEQSRRDDLESLGYVLMYFNLGSLPWQGLKAATKRQKYERISEKKMSTPIEVLCKGYPSEFSTYLNFCRSLRFDDKPDYSYLRQLFRNLFHRQGFSYDYVFDWNMLKFGAARNPEDVDRERREHEREERMGQLRGSATRALPPGPPTGATANRLRSAAEPVASTPASRIQPAGNTSPRAISRVDRERKVSMRLHRGAPANVSSSDLTGRQEVSRIPASQTSVPFDHLGK. The pIC50 is 5.9. (2) The drug is C=C(C)[C@@H]1CC[C@]2(C(=O)OCc3cn(CC(=O)NCCCC[C@H](NC(=O)CCNC(=O)[C@H](CC(C)C)NC(=O)[C@H](CC(C)C)NC(=O)[C@H](CCC(=O)O)NC(=O)[C@H](CCC(N)=O)NC(=O)[C@H](CCC(=O)O)NC(=O)[C@H](CC(N)=O)NC(=O)[C@H](CCCCN)NC(=O)[C@H](CCC(=O)O)NC(=O)[C@H](CCC(N)=O)NC(=O)[C@H](CCC(N)=O)NC(=O)[C@H](CC(N)=O)NC(=O)[C@H](CCC(N)=O)NC(=O)[C@H](CO)NC(=O)[C@H](CCC(=O)O)NC(=O)[C@H](CCC(=O)O)NC(=O)[C@@H](NC(=O)[C@H](CC(C)C)NC(=O)[C@H](CO)NC(=O)[C@H](Cc4cnc[nH]4)NC(=O)[C@@H](NC(=O)[C@H](CC(C)C)NC(=O)[C@H](CO)NC(=O)[C@@H](NC(=O)[C@H](Cc4ccc(O)cc4)NC(=O)[C@H](CC(N)=O)NC(=O)[C@H](CC(N)=O)NC(C)=O)[C@@H](C)O)[C@@H](C)CC)[C@@H](C)CC)C(N)=O)nn3)CC[C@]3(C)[C@H](CC[C@@H]4[C@@]5(C)CC[C@H](O)C(C)(C)[C@@H]5CC[C@]43C)[C@@H]12. The target protein sequence is FLGFLGAAGSTMGAASITLTVQARTLLSGIVQQQNNLLRAIEAQQHLLQLTVWGIKQLQARVLAVERYLQDQQLLGIWGCSGKHICTTTVPWNSSWSNKSLEEIWQNMTWMEWEREIDNYTGLI. The pIC50 is 5.1.